From a dataset of Forward reaction prediction with 1.9M reactions from USPTO patents (1976-2016). Predict the product of the given reaction. (1) Given the reactants Cl[C:2]1[N:7]=[N:6][C:5]([NH2:8])=[C:4]([CH3:9])[C:3]=1[CH3:10].[CH2:11]([O-:13])[CH3:12].[Na+].C(O)C, predict the reaction product. The product is: [CH2:11]([O:13][C:2]1[N:7]=[N:6][C:5]([NH2:8])=[C:4]([CH3:9])[C:3]=1[CH3:10])[CH3:12]. (2) Given the reactants S(Cl)(Cl)=O.CC1C=C(C)C=CC=1C(O)=O.CC1C=C(C)C=CC=1C(Cl)=O.[CH3:27][O:28][C:29]1[CH:30]=[C:31]2[C:36](=[CH:37][C:38]=1[O:39][CH3:40])[N:35]=[CH:34][CH:33]=[C:32]2[O:41][C:42]1[CH:48]=[CH:47][C:45]([NH2:46])=[CH:44][CH:43]=1.[CH3:49][C:50]1[CH:55]=[C:54]([CH3:56])[CH:53]=[CH:52][C:51]=1[C:57]([N:59]=[C:60]=[S:61])=[O:58], predict the reaction product. The product is: [CH3:27][O:28][C:29]1[CH:30]=[C:31]2[C:36](=[CH:37][C:38]=1[O:39][CH3:40])[N:35]=[CH:34][CH:33]=[C:32]2[O:41][C:42]1[CH:48]=[CH:47][C:45]([NH:46][C:60]([NH:59][C:57](=[O:58])[C:51]2[CH:52]=[CH:53][C:54]([CH3:56])=[CH:55][C:50]=2[CH3:49])=[S:61])=[CH:44][CH:43]=1. (3) Given the reactants [CH3:1][NH:2][C:3]1[CH:8]=[CH:7][N:6]=[C:5]([NH2:9])[CH:4]=1.Br[CH2:11][C:12]([C:14]1[CH:19]=[C:18]([O:20][CH3:21])[CH:17]=[C:16]([O:22][CH3:23])[CH:15]=1)=O, predict the reaction product. The product is: [CH3:23][O:22][C:16]1[CH:15]=[C:14]([C:12]2[N:9]=[C:5]3[CH:4]=[C:3]([NH:2][CH3:1])[CH:8]=[CH:7][N:6]3[CH:11]=2)[CH:19]=[C:18]([O:20][CH3:21])[CH:17]=1.